This data is from hERG potassium channel inhibition data for cardiac toxicity prediction from Karim et al.. The task is: Regression/Classification. Given a drug SMILES string, predict its toxicity properties. Task type varies by dataset: regression for continuous values (e.g., LD50, hERG inhibition percentage) or binary classification for toxic/non-toxic outcomes (e.g., AMES mutagenicity, cardiotoxicity, hepatotoxicity). Dataset: herg_karim. The drug is COc1c(-c2cn([C@@H]3CCc4c(F)cccc4N(CC(F)(F)F)C3=O)nn2)ccc(-n2cnc(C)c2)c1F. The result is 1 (blocker).